From a dataset of Full USPTO retrosynthesis dataset with 1.9M reactions from patents (1976-2016). Predict the reactants needed to synthesize the given product. (1) The reactants are: [CH:1]12[N:8]([C:9]3[CH:18]=[N:17][C:16]4[C:11](=[CH:12][CH:13]=[CH:14][CH:15]=4)[N:10]=3)[CH2:7][CH:6]1[CH2:5][CH2:4][NH:3][CH2:2]2.[C@@H]12N(C3C=NC4C(=CC=CC=4)N=3)C[C@@H]1CCNC2.[CH3:37][O:38][C:39]1[CH:47]=[CH:46][CH:45]=[C:44]([O:48][CH3:49])[C:40]=1[C:41](Cl)=[O:42].C1(C2C=CC=CC=2)C(C(Cl)=O)=CC=CC=1. Given the product [CH3:49][O:48][C:44]1[CH:45]=[CH:46][CH:47]=[C:39]([O:38][CH3:37])[C:40]=1[C:41]([N:3]1[CH2:4][CH2:5][CH:6]2[CH:1]([N:8]([C:9]3[CH:18]=[N:17][C:16]4[C:11](=[CH:12][CH:13]=[CH:14][CH:15]=4)[N:10]=3)[CH2:7]2)[CH2:2]1)=[O:42], predict the reactants needed to synthesize it. (2) Given the product [CH3:3][C:2]1[CH:1]=[CH:13][CH:44]=[C:42]([CH3:43])[C:45]=1[N:12]1[C:13]2[CH:1]=[CH:2][C:3]([N:14]3[C:15]4[CH:16]=[CH:17][CH:18]=[CH:19][C:20]=4[C:21]4[C:26]3=[CH:25][CH:24]=[CH:23][CH:22]=4)=[CH:4][C:5]=2[C:6]2[C:11]1=[CH:10][CH:9]=[CH:8][CH:7]=2, predict the reactants needed to synthesize it. The reactants are: [CH:1]1[C:13]2[NH:12][C:11]3[C:6](=[CH:7][CH:8]=[CH:9][CH:10]=3)[C:5]=2[CH:4]=[C:3]([N:14]2[C:26]3[CH:25]=[CH:24][CH:23]=[CH:22][C:21]=3[C:20]3[C:15]2=[CH:16][CH:17]=[CH:18][CH:19]=3)[CH:2]=1.C([O-])([O-])=O.[K+].[K+].[C:42](P([C:42]([CH3:45])([CH3:44])[CH3:43])[C:42]([CH3:45])([CH3:44])[CH3:43])([CH3:45])([CH3:44])[CH3:43]. (3) Given the product [C:1]([NH:4][CH2:5][C:6]([C:9]1[CH:13]=[C:12]([NH:14][C:15](=[O:28])[C:16]([CH3:17])([S:18]([CH:21]2[CH2:26][CH2:25][O:24][CH2:23][CH2:22]2)(=[O:20])=[O:19])[CH3:27])[O:11][N:10]=1)([CH3:8])[CH3:7])(=[O:3])[CH3:2], predict the reactants needed to synthesize it. The reactants are: [C:1]([N:4](CC1C=CC(OC)=CC=1)[CH2:5][C:6]([C:9]1[CH:13]=[C:12]([NH:14][C:15](=[O:28])[C:16]([CH3:27])([S:18]([CH:21]2[CH2:26][CH2:25][O:24][CH2:23][CH2:22]2)(=[O:20])=[O:19])[CH3:17])[O:11][N:10]=1)([CH3:8])[CH3:7])(=[O:3])[CH3:2].C(#N)C. (4) Given the product [CH3:11][C:12]1[CH:13]=[C:14]([C:19]2[CH:24]=[CH:23][CH:22]=[C:21]([C:25]3[NH:26][C:27]4[CH:37]=[CH:36][C:35]5[C:30](=[C:31]([OH:42])[CH:32]=[C:33]([S:38]([NH:1][C:2]6[CH:3]=[C:4]([CH:8]=[CH:9][CH:10]=6)[C:5]([OH:7])=[O:6])(=[O:40])=[O:39])[CH:34]=5)[C:28]=4[N:29]=3)[CH:20]=2)[CH:15]=[CH:16][C:17]=1[CH3:18], predict the reactants needed to synthesize it. The reactants are: [NH2:1][C:2]1[CH:3]=[C:4]([CH:8]=[CH:9][CH:10]=1)[C:5]([OH:7])=[O:6].[CH3:11][C:12]1[CH:13]=[C:14]([C:19]2[CH:24]=[CH:23][CH:22]=[C:21]([C:25]3[NH:26][C:27]4[CH:37]=[CH:36][C:35]5[C:30](=[C:31]([OH:42])[CH:32]=[C:33]([S:38](Cl)(=[O:40])=[O:39])[CH:34]=5)[C:28]=4[N:29]=3)[CH:20]=2)[CH:15]=[CH:16][C:17]=1[CH3:18].Cl. (5) Given the product [CH2:1]([O:3][C:4]([C:6]1([C:9]2[CH:10]=[CH:11][C:12]([C:15]3[CH:20]=[CH:19][C:18]([C:21]4[CH:22]=[N:23][N:24]([CH3:27])[C:25]=4[NH:26][CH:37]([CH3:38])[CH2:36][CH2:35][C:32]4[CH:31]=[CH:30][C:29]([Cl:28])=[CH:34][CH:33]=4)=[CH:17][CH:16]=3)=[CH:13][CH:14]=2)[CH2:8][CH2:7]1)=[O:5])[CH3:2], predict the reactants needed to synthesize it. The reactants are: [CH2:1]([O:3][C:4]([C:6]1([C:9]2[CH:14]=[CH:13][C:12]([C:15]3[CH:20]=[CH:19][C:18]([C:21]4[CH:22]=[N:23][N:24]([CH3:27])[C:25]=4[NH2:26])=[CH:17][CH:16]=3)=[CH:11][CH:10]=2)[CH2:8][CH2:7]1)=[O:5])[CH3:2].[Cl:28][C:29]1[CH:34]=[CH:33][C:32]([CH2:35][CH2:36][C:37](=O)[CH3:38])=[CH:31][CH:30]=1.C(O)(=O)C.C([BH3-])#N.[Na+]. (6) Given the product [CH:1]([O:4][C:5]1[CH:10]=[CH:9][C:8]([O:11][C:19]2[S:20][C:21]([C:24]#[N:25])=[CH:22][N:23]=2)=[CH:7][CH:6]=1)([CH3:3])[CH3:2], predict the reactants needed to synthesize it. The reactants are: [CH:1]([O:4][C:5]1[CH:10]=[CH:9][C:8]([OH:11])=[CH:7][CH:6]=1)([CH3:3])[CH3:2].C(=O)([O-])[O-].[K+].[K+].Cl[C:19]1[S:20][C:21]([C:24]#[N:25])=[CH:22][N:23]=1. (7) Given the product [Cl:1][C:2]1[C:3]([N:9]=[C:10]([C:11]2[CH:16]=[CH:15][CH:14]=[CH:13][CH:12]=2)[C:17]2[CH:22]=[CH:21][CH:20]=[CH:19][CH:18]=2)=[N:4][CH:5]=[CH:6][C:7]=1[O:8][C:35]1[CH:34]=[CH:33][C:32]([N+:36]([O-:38])=[O:37])=[CH:31][C:30]=1[F:29], predict the reactants needed to synthesize it. The reactants are: [Cl:1][C:2]1[C:7](=[O:8])[CH:6]=[CH:5][NH:4][C:3]=1[N:9]=[C:10]([C:17]1[CH:22]=[CH:21][CH:20]=[CH:19][CH:18]=1)[C:11]1[CH:16]=[CH:15][CH:14]=[CH:13][CH:12]=1.C(=O)([O-])[O-].[Cs+].[Cs+].[F:29][C:30]1[C:31](F)=[C:32]([N+:36]([O-:38])=[O:37])[CH:33]=[CH:34][CH:35]=1. (8) Given the product [Br:1][C:2]1[CH:3]=[CH:4][C:5]([O:10][C:11]2[CH:16]=[CH:15][C:14]([C:17]([F:20])([F:19])[F:18])=[CH:13][CH:12]=2)=[C:6]([CH:7]=[N:42][C:40]([O:49][Si:22]([CH3:29])([CH3:28])[CH3:21])=[CH2:41])[CH:9]=1, predict the reactants needed to synthesize it. The reactants are: [Br:1][C:2]1[CH:3]=[CH:4][C:5]([O:10][C:11]2[CH:16]=[CH:15][C:14]([C:17]([F:20])([F:19])[F:18])=[CH:13][CH:12]=2)=[C:6]([CH:9]=1)[CH:7]=O.[CH3:21][Si:22]([CH3:29])([CH3:28])N[Si:22]([CH3:29])([CH3:28])[CH3:21].C([Li])CCC.C[Si](Cl)(C)C.[CH2:40]([N:42](CC)CC)[CH3:41].C(Cl)(=[O:49])C. (9) Given the product [I:1][C:2]1[CH:7]=[CH:6][C:5]([C:8]([OH:12])=[O:18])=[C:4]([N+:9]([O-:11])=[O:10])[CH:3]=1, predict the reactants needed to synthesize it. The reactants are: [I:1][C:2]1[CH:7]=[CH:6][C:5]([CH3:8])=[C:4]([N+:9]([O-:11])=[O:10])[CH:3]=1.[O-:12][Mn](=O)(=O)=O.[K+].[OH2:18]. (10) Given the product [OH:1][B:2]1[C:6]2[CH:7]=[CH:8][C:9]([O:11][C:12]3[CH:22]=[CH:21][C:15]([C:16]([OH:18])=[O:17])=[CH:14][N:13]=3)=[CH:10][C:5]=2[CH2:4][O:3]1, predict the reactants needed to synthesize it. The reactants are: [OH:1][B:2]1[C:6]2[CH:7]=[CH:8][C:9]([O:11][C:12]3[CH:22]=[CH:21][C:15]([C:16]([O:18]CC)=[O:17])=[CH:14][N:13]=3)=[CH:10][C:5]=2[CH2:4][O:3]1.Cl.